Dataset: Catalyst prediction with 721,799 reactions and 888 catalyst types from USPTO. Task: Predict which catalyst facilitates the given reaction. (1) Reactant: Cl.CN(C)CCCN=C=NCC.[NH2:13][C:14]1[CH:27]=[CH:26][C:17]([CH2:18][N:19]2[C:23](=[O:24])[CH2:22][S:21][C:20]2=[O:25])=[CH:16][CH:15]=1.[O:28]([C:35]1[CH:36]=[C:37]([CH2:41][C:42](O)=[O:43])[CH:38]=[CH:39][CH:40]=1)[C:29]1[CH:34]=[CH:33][CH:32]=[CH:31][CH:30]=1.O. Product: [O:28]([C:35]1[CH:36]=[C:37]([CH2:41][C:42]([NH:13][C:14]2[CH:27]=[CH:26][C:17]([CH2:18][N:19]3[C:23](=[O:24])[CH2:22][S:21][C:20]3=[O:25])=[CH:16][CH:15]=2)=[O:43])[CH:38]=[CH:39][CH:40]=1)[C:29]1[CH:30]=[CH:31][CH:32]=[CH:33][CH:34]=1. The catalyst class is: 367. (2) Reactant: [CH:1]([C:4]1[NH:5][C:6]([C:16]2[CH:21]=[CH:20][CH:19]=[C:18](B3OC(C)(C)C(C)(C)O3)[CH:17]=2)=[C:7]([C:9]2[CH:14]=[CH:13][CH:12]=[C:11]([CH3:15])[N:10]=2)[N:8]=1)([CH3:3])[CH3:2].Cl[C:32]1[CH:40]=[CH:39][C:35]([C:36]([NH2:38])=[O:37])=[CH:34][N:33]=1. Product: [CH:1]([C:4]1[NH:8][C:7]([C:9]2[CH:14]=[CH:13][CH:12]=[C:11]([CH3:15])[N:10]=2)=[C:6]([C:16]2[CH:17]=[C:18]([C:32]3[CH:40]=[CH:39][C:35]([C:36]([NH2:38])=[O:37])=[CH:34][N:33]=3)[CH:19]=[CH:20][CH:21]=2)[N:5]=1)([CH3:3])[CH3:2]. The catalyst class is: 843.